This data is from Full USPTO retrosynthesis dataset with 1.9M reactions from patents (1976-2016). The task is: Predict the reactants needed to synthesize the given product. (1) Given the product [NH2:13][C:10]1[CH:11]=[CH:12][C:7]([O:6][CH2:5][CH2:4][CH2:3][N:2]([CH3:1])[CH3:17])=[C:8]([OH:16])[CH:9]=1, predict the reactants needed to synthesize it. The reactants are: [CH3:1][N:2]([CH3:17])[CH2:3][CH2:4][CH2:5][O:6][C:7]1[CH:12]=[CH:11][C:10]([N+:13]([O-])=O)=[CH:9][C:8]=1[OH:16].[Cl-].[NH4+]. (2) Given the product [Cl:1][C:2]1[N:10]=[C:9]2[C:5]([N:6]=[C:7]([CH2:12][N:20]3[CH2:23][CH:22]([N:24]4[CH2:29][CH2:28][S:27](=[O:31])(=[O:30])[CH2:26][CH2:25]4)[CH2:21]3)[N:8]2[CH3:11])=[C:4]([N:14]2[CH2:19][CH2:18][O:17][CH2:16][CH2:15]2)[N:3]=1, predict the reactants needed to synthesize it. The reactants are: [Cl:1][C:2]1[N:10]=[C:9]2[C:5]([N:6]=[C:7]([CH:12]=O)[N:8]2[CH3:11])=[C:4]([N:14]2[CH2:19][CH2:18][O:17][CH2:16][CH2:15]2)[N:3]=1.[NH:20]1[CH2:23][CH:22]([N:24]2[CH2:29][CH2:28][S:27](=[O:31])(=[O:30])[CH2:26][CH2:25]2)[CH2:21]1.C(O[BH-](OC(=O)C)OC(=O)C)(=O)C.[Na+]. (3) Given the product [CH3:1][C:2]([CH3:30])([CH3:29])[CH2:3][CH2:4][N:5]1[C:10](=[O:11])[C:9]([C:12]2[NH:17][C:16]3[CH:18]=[CH:19][C:20]([N:56]([CH3:55])[S:57]([CH3:60])(=[O:59])=[O:58])=[CH:21][C:15]=3[S:14](=[O:24])(=[O:23])[N:13]=2)=[C:8]([OH:25])[C:7]2=[CH:26][CH:27]=[CH:28][N:6]12, predict the reactants needed to synthesize it. The reactants are: [CH3:1][C:2]([CH3:30])([CH3:29])[CH2:3][CH2:4][N:5]1[C:10](=[O:11])[C:9]([C:12]2[NH:17][C:16]3[CH:18]=[CH:19][C:20](I)=[CH:21][C:15]=3[S:14](=[O:24])(=[O:23])[N:13]=2)=[C:8]([OH:25])[C:7]2=[CH:26][CH:27]=[CH:28][N:6]12.[O-]P(OP(OP([O-])([O-])=O)([O-])=O)(=O)[O-].[K+].[K+].[K+].[K+].[K+].N(CC(O)=O)C.[CH3:55][NH:56][S:57]([CH3:60])(=[O:59])=[O:58].